Dataset: Catalyst prediction with 721,799 reactions and 888 catalyst types from USPTO. Task: Predict which catalyst facilitates the given reaction. (1) Reactant: [F:1][C:2]1[CH:7]=[CH:6][C:5]([C:8]2[CH:9]=[CH:10][C:11]3[N:12]=[CH:13][NH:14][C:15](=O)[C:16]=3[N:17]=2)=[CH:4][CH:3]=1.C(N(C(C)C)CC)(C)C.P(Cl)(Cl)([Cl:30])=O. Product: [Cl:30][C:15]1[C:16]2[N:17]=[C:8]([C:5]3[CH:6]=[CH:7][C:2]([F:1])=[CH:3][CH:4]=3)[CH:9]=[CH:10][C:11]=2[N:12]=[CH:13][N:14]=1. The catalyst class is: 11. (2) Reactant: C(O)(=O)C.C(O)(=O)C.IC1C=CC=CC=1.[F:16][C:17]1[CH:22]=[C:21]([F:23])[CH:20]=[CH:19][C:18]=1[C:24]1[C:29]([F:30])=[CH:28][N:27]=[C:26]([NH:31][C:32]2[CH:37]=[C:36]([C:38]([F:41])([F:40])[F:39])[CH:35]=[C:34]([CH2:42][S:43][CH3:44])[CH:33]=2)[N:25]=1.[N:45]#[C:46][NH2:47]. Product: [F:16][C:17]1[CH:22]=[C:21]([F:23])[CH:20]=[CH:19][C:18]=1[C:24]1[C:29]([F:30])=[CH:28][N:27]=[C:26]([NH:31][C:32]2[CH:33]=[C:34]([CH:35]=[C:36]([C:38]([F:41])([F:40])[F:39])[CH:37]=2)[CH2:42][S:43](=[N:47][C:46]#[N:45])[CH3:44])[N:25]=1. The catalyst class is: 2.